This data is from Forward reaction prediction with 1.9M reactions from USPTO patents (1976-2016). The task is: Predict the product of the given reaction. (1) Given the reactants [CH3:1][S:2]([N:5]1[C:9]2=[CH:10][CH:11]=[C:12]3[C:17]([N:16]=[C:15]([C:18]4[CH:24]=[CH:23][C:21]([NH2:22])=[CH:20][CH:19]=4)[N:14]=[C:13]3[N:25]3[CH2:30][CH2:29][O:28][CH2:27][CH2:26]3)=[C:8]2[CH:7]=[CH:6]1)(=[O:4])=[O:3].[C:31](Cl)(=[O:34])[CH2:32][CH3:33], predict the reaction product. The product is: [CH3:1][S:2]([N:5]1[C:9]2=[CH:10][CH:11]=[C:12]3[C:17]([N:16]=[C:15]([C:18]4[CH:19]=[CH:20][C:21]([NH:22][C:31](=[O:34])[CH2:32][CH3:33])=[CH:23][CH:24]=4)[N:14]=[C:13]3[N:25]3[CH2:30][CH2:29][O:28][CH2:27][CH2:26]3)=[C:8]2[CH:7]=[CH:6]1)(=[O:4])=[O:3]. (2) Given the reactants Cl[C:2]1[C:11]2[C:6](=[CH:7][CH:8]=[CH:9][CH:10]=2)[N:5]=[C:4]([CH3:12])[CH:3]=1.[F:13][C:14]1[CH:21]=[CH:20][C:17]([CH2:18][NH2:19])=[CH:16][CH:15]=1, predict the reaction product. The product is: [F:13][C:14]1[CH:21]=[CH:20][C:17]([CH2:18][NH:19][C:2]2[C:11]3[C:6](=[CH:7][CH:8]=[CH:9][CH:10]=3)[N:5]=[C:4]([CH3:12])[CH:3]=2)=[CH:16][CH:15]=1. (3) The product is: [CH2:13]([N:20]1[CH2:21][CH2:22][C:23]([C:31]2[CH:36]=[CH:35][CH:34]=[CH:33][C:32]=2[C:37]#[C:38][C:40]([O:42][CH2:43][CH3:44])=[O:41])([C:26]([O:28][CH2:29][CH3:30])=[O:27])[CH2:24][CH2:25]1)[C:14]1[CH:15]=[CH:16][CH:17]=[CH:18][CH:19]=1. Given the reactants C([Li])CCC.C(NC(C)C)(C)C.[CH2:13]([N:20]1[CH2:25][CH2:24][C:23]([C:31]2[CH:36]=[CH:35][CH:34]=[CH:33][C:32]=2[C:37]#[CH:38])([C:26]([O:28][CH2:29][CH3:30])=[O:27])[CH2:22][CH2:21]1)[C:14]1[CH:19]=[CH:18][CH:17]=[CH:16][CH:15]=1.Cl[C:40]([O:42][CH2:43][CH3:44])=[O:41], predict the reaction product. (4) Given the reactants C[O:2][C:3](=[O:17])[CH2:4][C:5]1[N:6]=[C:7]([C:11]2[CH:12]=[N:13][CH:14]=[CH:15][CH:16]=2)[O:8][C:9]=1[CH3:10].O.[OH-].[Li+].[OH-].[Na+], predict the reaction product. The product is: [CH3:10][C:9]1[O:8][C:7]([C:11]2[CH:12]=[N:13][CH:14]=[CH:15][CH:16]=2)=[N:6][C:5]=1[CH2:4][C:3]([OH:17])=[O:2].